This data is from Reaction yield outcomes from USPTO patents with 853,638 reactions. The task is: Predict the reaction yield, written as a fraction of the theoretical maximum amount of product (1.0 means a 100% yield; for example, 0.34 means a 34% yield). (1) The reactants are [CH3:1][O:2][C:3]1[CH:4]=[C:5]2[C:10](=[CH:11][C:12]=1[O:13][CH3:14])[N:9]=[CH:8][CH:7]=[C:6]2[O:15][C:16]1[CH:22]=[CH:21][C:19]([NH2:20])=[CH:18][CH:17]=1.C1(C)C=CC=CC=1.C(N(CC)CC)C.Cl[C:38](Cl)([O:40]C(=O)OC(Cl)(Cl)Cl)Cl.[CH3:49][C:50]1[CH:58]=[CH:57][C:53]([CH:54]([OH:56])[CH3:55])=[CH:52][CH:51]=1. The catalyst is C(Cl)Cl. The product is [CH3:1][O:2][C:3]1[CH:4]=[C:5]2[C:10](=[CH:11][C:12]=1[O:13][CH3:14])[N:9]=[CH:8][CH:7]=[C:6]2[O:15][C:16]1[CH:22]=[CH:21][C:19]([NH:20][C:38](=[O:40])[O:56][CH:54]([C:53]2[CH:57]=[CH:58][C:50]([CH3:49])=[CH:51][CH:52]=2)[CH3:55])=[CH:18][CH:17]=1. The yield is 0.810. (2) The reactants are Br[C:2]1[CH:3]=[C:4]2[C:8](=[CH:9][CH:10]=1)[C:7](=[O:11])[N:6]([CH2:12][CH2:13][CH2:14][CH3:15])[CH2:5]2.[C:16]1([C:22]2[CH:23]=[C:24]([NH2:28])[CH:25]=[N:26][CH:27]=2)[CH:21]=[CH:20][CH:19]=[CH:18][CH:17]=1.C([O-])([O-])=O.[Cs+].[Cs+].C1(P(C2CCCCC2)C2C=CC=CC=2C2C(C(C)C)=CC(C(C)C)=CC=2C(C)C)CCCCC1. The catalyst is C1(C)C=CC=CC=1.C([O-])(=O)C.[Pd+2].C([O-])(=O)C.C(OCC)(=O)C.O. The product is [CH2:12]([N:6]1[CH2:5][C:4]2[C:8](=[CH:9][CH:10]=[C:2]([NH:28][C:24]3[CH:25]=[N:26][CH:27]=[C:22]([C:16]4[CH:21]=[CH:20][CH:19]=[CH:18][CH:17]=4)[CH:23]=3)[CH:3]=2)[C:7]1=[O:11])[CH2:13][CH2:14][CH3:15]. The yield is 0.540. (3) The yield is 0.354. The reactants are [N:1]1([C:7]2[CH:20]=[CH:19][CH:18]=[CH:17][C:8]=2/[CH:9]=[C:10]2/[C:11](=[O:16])[NH:12][C:13](=[O:15])[S:14]/2)[CH2:6][CH2:5][NH:4][CH2:3][CH2:2]1.[C:21](Cl)(=[O:23])[CH3:22].C(N(CC)CC)C.C([O-])(O)=O.[Na+]. The product is [C:21]([N:4]1[CH2:5][CH2:6][N:1]([C:7]2[CH:20]=[CH:19][CH:18]=[CH:17][C:8]=2/[CH:9]=[C:10]2/[C:11](=[O:16])[NH:12][C:13](=[O:15])[S:14]/2)[CH2:2][CH2:3]1)(=[O:23])[CH3:22]. No catalyst specified. (4) The reactants are [CH2:1]([N:8]1[CH2:12][CH:11]([C:13]2[S:14][CH:15]=[C:16]([Br:18])[CH:17]=2)[CH:10]([C:19]([OH:21])=O)[CH2:9]1)[C:2]1[CH:7]=[CH:6][CH:5]=[CH:4][CH:3]=1.C(Cl)(=O)C([Cl:25])=O. The catalyst is C(Cl)Cl.CN(C=O)C. The product is [CH2:1]([N:8]1[CH2:12][CH:11]([C:13]2[S:14][CH:15]=[C:16]([Br:18])[CH:17]=2)[CH:10]([C:19]([Cl:25])=[O:21])[CH2:9]1)[C:2]1[CH:7]=[CH:6][CH:5]=[CH:4][CH:3]=1. The yield is 1.00. (5) The reactants are Cl.[I:2][C:3]1[CH:8]=[CH:7][C:6]([CH:9]([NH2:14])[CH2:10][CH:11]([CH3:13])[CH3:12])=[CH:5][CH:4]=1.F[C:16]1[CH:25]=[CH:24][C:19]([C:20]([O:22][CH3:23])=[O:21])=[CH:18][N:17]=1.C(=O)([O-])[O-].[K+].[K+]. The catalyst is CN(C)C=O.O.C(OCC)(=O)C. The product is [I:2][C:3]1[CH:4]=[CH:5][C:6]([CH:9]([NH:14][C:16]2[CH:25]=[CH:24][C:19]([C:20]([O:22][CH3:23])=[O:21])=[CH:18][N:17]=2)[CH2:10][CH:11]([CH3:12])[CH3:13])=[CH:7][CH:8]=1. The yield is 0.520. (6) The reactants are [I:1][C:2]1[CH:7]=[CH:6][CH:5]=[CH:4][C:3]=1[OH:8].[H-].[Na+].[CH3:11][C:12]([CH3:16])=[CH:13][CH2:14]Br. The catalyst is C1COCC1. The product is [I:1][C:2]1[CH:7]=[CH:6][CH:5]=[CH:4][C:3]=1[O:8][CH2:14][CH:13]=[C:12]([CH3:16])[CH3:11]. The yield is 0.980.